Dataset: Catalyst prediction with 721,799 reactions and 888 catalyst types from USPTO. Task: Predict which catalyst facilitates the given reaction. (1) Reactant: [Br:1][C:2]1[CH:3]=[CH:4][C:5]([C:8]([OH:10])=O)=[N:6][CH:7]=1.[F:11][C:12]1[CH:17]=[C:16]([C:18]2[CH:23]=[CH:22][C:21]([CH2:24][NH2:25])=[CH:20][N:19]=2)[CH:15]=[CH:14][N:13]=1.CN(C(ON1N=NC2C=CC=NC1=2)=[N+](C)C)C.F[P-](F)(F)(F)(F)F.CCN(C(C)C)C(C)C. Product: [Br:1][C:2]1[CH:3]=[CH:4][C:5]([C:8]([NH:25][CH2:24][C:21]2[CH:22]=[CH:23][C:18]([C:16]3[CH:15]=[CH:14][N:13]=[C:12]([F:11])[CH:17]=3)=[N:19][CH:20]=2)=[O:10])=[N:6][CH:7]=1. The catalyst class is: 39. (2) Reactant: C([O:5]C(=O)[NH:7][C@H:8]1[CH2:13][CH2:12][CH2:11][CH2:10][C@H:9]1[NH:14][C:15]1[N:16]=[N:17][C:18]([C:29](=[O:31])[NH2:30])=[C:19]([NH:21][C:22]2[CH:27]=[CH:26][CH:25]=[C:24]([CH3:28])[N:23]=2)[CH:20]=1)(C)(C)C.FC(F)(F)C(O)=O.C(=O)(O)[O-].[Na+]. Product: [NH4+:7].[OH-:5].[NH2:7][C@H:8]1[CH2:13][CH2:12][CH2:11][CH2:10][C@H:9]1[NH:14][C:15]1[N:16]=[N:17][C:18]([C:29]([NH2:30])=[O:31])=[C:19]([NH:21][C:22]2[CH:27]=[CH:26][CH:25]=[C:24]([CH3:28])[N:23]=2)[CH:20]=1. The catalyst class is: 4. (3) Reactant: Cl[C:2]1[C:3]2[S:10][C:9]([C:11]([NH2:13])=[O:12])=[CH:8][C:4]=2[N:5]=[CH:6][N:7]=1.[NH:14]1[CH2:19][CH2:18][CH:17]([CH2:20][CH2:21][NH:22][C:23](=[O:28])[C:24]([CH3:27])([CH3:26])[CH3:25])[CH2:16][CH2:15]1.CCN(C(C)C)C(C)C. Product: [C:23]([NH:22][CH2:21][CH2:20][CH:17]1[CH2:18][CH2:19][N:14]([C:2]2[C:3]3[S:10][C:9]([C:11]([NH2:13])=[O:12])=[CH:8][C:4]=3[N:5]=[CH:6][N:7]=2)[CH2:15][CH2:16]1)(=[O:28])[C:24]([CH3:26])([CH3:27])[CH3:25]. The catalyst class is: 23. (4) Reactant: [CH2:1]([C:3]1[N:7]([C:8]2[N:16]=[C:15]3[C:11]([N:12]=[C:13]([CH:18]=O)[N:14]3[CH3:17])=[C:10]([N:20]3[CH2:25][CH2:24][O:23][CH2:22][CH2:21]3)[N:9]=2)[C:6]2[CH:26]=[CH:27][CH:28]=[CH:29][C:5]=2[N:4]=1)[CH3:2].[CH3:30][C:31]1([CH3:38])[NH:36][CH2:35][CH2:34][NH:33][C:32]1=[O:37].C(O[BH-](OC(=O)C)OC(=O)C)(=O)C.[Na+]. Product: [CH2:1]([C:3]1[N:7]([C:8]2[N:16]=[C:15]3[C:11]([N:12]=[C:13]([CH2:18][N:36]4[CH2:35][CH2:34][NH:33][C:32](=[O:37])[C:31]4([CH3:38])[CH3:30])[N:14]3[CH3:17])=[C:10]([N:20]3[CH2:25][CH2:24][O:23][CH2:22][CH2:21]3)[N:9]=2)[C:6]2[CH:26]=[CH:27][CH:28]=[CH:29][C:5]=2[N:4]=1)[CH3:2]. The catalyst class is: 26.